This data is from Forward reaction prediction with 1.9M reactions from USPTO patents (1976-2016). The task is: Predict the product of the given reaction. Given the reactants [NH:1]1[CH2:7][CH2:6][CH2:5][NH:4][CH2:3][CH2:2]1.[C:8](O[C:8]([O:10][C:11]([CH3:14])([CH3:13])[CH3:12])=[O:9])([O:10][C:11]([CH3:14])([CH3:13])[CH3:12])=[O:9].C(N(CC)CC)C, predict the reaction product. The product is: [C:11]([O:10][C:8]([N:1]1[CH2:7][CH2:6][CH2:5][NH:4][CH2:3][CH2:2]1)=[O:9])([CH3:14])([CH3:13])[CH3:12].